From a dataset of Experimentally validated miRNA-target interactions with 360,000+ pairs, plus equal number of negative samples. Binary Classification. Given a miRNA mature sequence and a target amino acid sequence, predict their likelihood of interaction. The miRNA is mmu-miR-409-5p with sequence AGGUUACCCGAGCAACUUUGCAU. The protein sequence of the target gene is MSGAARAGPARLAALALLTCSLWPTRADNASQEYYTALINVTVQEPGRGTPLTFRIDRGRYGLDSPKAEVRGQVLAPLPIHGVADHLGCDPQTRFFVPPNIKQWIALLQRGNCTFKEKISRAAFHNAVAVVIYNNKSKEEPVTMTHPGTGDIIAVMITELRGKDILSYLEKNISVQMTIAVGTRMPPKNFSRGSLVFVSISFIVLMIISSAWLIFYFIQKIRYTNARDRNQRRLGDAAKKAISKLTTRTVKKGDKETDPDFDHCAVCIESYKQNDVVRVLPCKHVFHKSCVDPWLSEHCT.... Result: 1 (interaction).